Dataset: Peptide-MHC class I binding affinity with 185,985 pairs from IEDB/IMGT. Task: Regression. Given a peptide amino acid sequence and an MHC pseudo amino acid sequence, predict their binding affinity value. This is MHC class I binding data. (1) The peptide sequence is NTCDGNTFTY. The MHC is HLA-A11:01 with pseudo-sequence HLA-A11:01. The binding affinity (normalized) is 0.708. (2) The peptide sequence is GYCLTRWML. The MHC is HLA-A24:03 with pseudo-sequence HLA-A24:03. The binding affinity (normalized) is 0.659. (3) The peptide sequence is RILTIPQSL. The MHC is HLA-A11:01 with pseudo-sequence HLA-A11:01. The binding affinity (normalized) is 0. (4) The peptide sequence is VAPMVGGMM. The MHC is HLA-A30:01 with pseudo-sequence HLA-A30:01. The binding affinity (normalized) is 0.149. (5) The peptide sequence is KVFPYALINK. The MHC is HLA-B27:05 with pseudo-sequence HLA-B27:05. The binding affinity (normalized) is 0.0790. (6) The peptide sequence is DVGNGVLLK. The MHC is HLA-A03:01 with pseudo-sequence HLA-A03:01. The binding affinity (normalized) is 0.0847. (7) The peptide sequence is KTIVESCGNY. The MHC is HLA-A24:02 with pseudo-sequence HLA-A24:02. The binding affinity (normalized) is 0.